This data is from TCR-epitope binding with 47,182 pairs between 192 epitopes and 23,139 TCRs. The task is: Binary Classification. Given a T-cell receptor sequence (or CDR3 region) and an epitope sequence, predict whether binding occurs between them. (1) The epitope is KTWGQYWQV. The TCR CDR3 sequence is CASSLLGGTIDTQYF. Result: 1 (the TCR binds to the epitope). (2) The epitope is YFPLQSYGF. The TCR CDR3 sequence is CASSRLGQQETQYF. Result: 1 (the TCR binds to the epitope). (3) The epitope is GMFNMLSTVLGVS. The TCR CDR3 sequence is CASSSDQQGANYGYTF. Result: 1 (the TCR binds to the epitope).